Dataset: Forward reaction prediction with 1.9M reactions from USPTO patents (1976-2016). Task: Predict the product of the given reaction. (1) Given the reactants [NH2:1][CH2:2][CH2:3][C:4]1[CH:11]=[CH:10][C:8]([OH:9])=[C:6]([OH:7])[CH:5]=1.[O:12]=[C:13]([NH2:24])[C@@H:14]([C@H:16]([C@@H:18]([C@@H:20](CO)[OH:21])[OH:19])[OH:17])[OH:15].NCCC1C=CC(O)=C(O)C=1, predict the reaction product. The product is: [O:12]=[C:13]([NH2:24])[C@@H:14]([C@@H:16]([C@@H:18]([CH2:20][OH:21])[OH:19])[OH:17])[OH:15].[NH2:1][CH2:2][CH2:3][C:4]1[CH:11]=[CH:10][C:8]([OH:9])=[C:6]([OH:7])[CH:5]=1. (2) Given the reactants [N:1]1[C:6]2=[N:7][N:8]3[CH:13]=[CH:12][CH:11]=[CH:10][C:9]3=[C:5]2[C:4](N)=[N:3][CH:2]=1, predict the reaction product. The product is: [N:1]1[C:6]2=[N:7][N:8]3[CH:13]=[CH:12][CH:11]=[CH:10][C:9]3=[C:5]2[CH:4]=[N:3][CH:2]=1.